This data is from Forward reaction prediction with 1.9M reactions from USPTO patents (1976-2016). The task is: Predict the product of the given reaction. (1) The product is: [C:8]12([O:18][CH2:19][CH2:20][O:21][CH2:22][CH2:23][O:24][CH2:25][CH2:26][O:27][CH2:28][CH2:29][O:30][CH2:36][CH2:37][CH2:38][CH2:39][N:40]=[N+:41]=[N-:42])[CH2:15][CH:14]3[CH2:16][CH:10]([CH2:11][CH:12]([CH2:13]3)[CH2:17]1)[CH2:9]2. Given the reactants CN(C=O)C.[H-].[Na+].[C:8]12([O:18][CH2:19][CH2:20][O:21][CH2:22][CH2:23][O:24][CH2:25][CH2:26][O:27][CH2:28][CH2:29][OH:30])[CH2:17][CH:12]3[CH2:13][CH:14]([CH2:16][CH:10]([CH2:11]3)[CH2:9]1)[CH2:15]2.CS(O[CH2:36][CH2:37][CH2:38][CH2:39][N:40]=[N+:41]=[N-:42])(=O)=O, predict the reaction product. (2) Given the reactants [Br:1][C:2]1[CH:7]=[CH:6][C:5]([NH2:8])=[C:4]([CH:9]([NH:16][CH3:17])[C:10]2[CH:15]=[CH:14][CH:13]=[CH:12][N:11]=2)[CH:3]=1.ClC(Cl)(O[C:22](=[O:28])OC(Cl)(Cl)Cl)Cl.O, predict the reaction product. The product is: [Br:1][C:2]1[CH:3]=[C:4]2[C:5](=[CH:6][CH:7]=1)[NH:8][C:22](=[O:28])[N:16]([CH3:17])[CH:9]2[C:10]1[CH:15]=[CH:14][CH:13]=[CH:12][N:11]=1. (3) Given the reactants [CH3:1][C:2]1[C:3]([N+:9]([O-:11])=[O:10])=[C:4]([OH:8])[CH:5]=[CH:6][CH:7]=1.[Br:12]Br, predict the reaction product. The product is: [Br:12][C:7]1[CH:6]=[CH:5][C:4]([OH:8])=[C:3]([N+:9]([O-:11])=[O:10])[C:2]=1[CH3:1].